Dataset: Reaction yield outcomes from USPTO patents with 853,638 reactions. Task: Predict the reaction yield, written as a fraction of the theoretical maximum amount of product (1.0 means a 100% yield; for example, 0.34 means a 34% yield). (1) The catalyst is C1COCC1.CCOC(C)=O. The reactants are [NH2:1][CH2:2][C:3]1[CH:8]=[C:7]([F:9])[C:6]([NH:10][S:11]([CH3:14])(=[O:13])=[O:12])=[C:5]([C:15]#[CH:16])[CH:4]=1.C(N(CC)CC)C.[Cl:24][C:25]1[N:30]=[CH:29][C:28]([O:31][CH2:32][C:33](O)=[O:34])=[CH:27][CH:26]=1.C[N+]1(C2N=C(OC)N=C(OC)N=2)CCOCC1.[Cl-]. The yield is 0.250. The product is [Cl:24][C:25]1[N:30]=[CH:29][C:28]([O:31][CH2:32][C:33]([NH:1][CH2:2][C:3]2[CH:8]=[C:7]([F:9])[C:6]([NH:10][S:11]([CH3:14])(=[O:13])=[O:12])=[C:5]([C:15]#[CH:16])[CH:4]=2)=[O:34])=[CH:27][CH:26]=1. (2) The reactants are [Br:1][C:2]1[CH:3]=[CH:4][C:5]([OH:11])=[C:6]([C:8](=[O:10])[CH3:9])[CH:7]=1.[C:12]1(=O)[CH2:18][CH2:17][CH2:16][CH2:15][CH2:14][CH2:13]1.N1CCCC1.Cl. The catalyst is CO.O. The product is [Br:1][C:2]1[CH:7]=[C:6]2[C:5](=[CH:4][CH:3]=1)[O:11][C:12]1([CH2:18][CH2:17][CH2:16][CH2:15][CH2:14][CH2:13]1)[CH2:9][C:8]2=[O:10]. The yield is 1.00. (3) The reactants are C([O-])(O)=O.[Na+].[NH2:6][C@@H:7]([C:11]([OH:13])=[O:12])[C@H:8]([CH3:10])[OH:9].[C:14](Cl)(=[O:26])[O:15][C:16]12[CH2:25][CH:20]3[CH2:21][CH:22]([CH2:24][CH:18]([CH2:19]3)[CH2:17]1)[CH2:23]2. The catalyst is C1COCC1.O.[Br-].C([N+](CCCC)(CCCC)CCCC)CCC. The product is [OH:9][C@@H:8]([CH3:10])[C@@H:7]([NH:6][C:14]([O:15][C:16]12[CH2:25][CH:20]3[CH2:19][CH:18]([CH2:24][CH:22]([CH2:21]3)[CH2:23]1)[CH2:17]2)=[O:26])[C:11]([OH:13])=[O:12]. The yield is 0.100. (4) The reactants are Cl[C:2]1[N:3]=[C:4]([NH:11][C:12]2[CH:16]=[C:15]([C:17]([NH:19][C:20]3[CH:25]=[CH:24][N:23]=[CH:22][CH:21]=3)=[O:18])[NH:14][N:13]=2)[C:5]2[O:10][CH:9]=[CH:8][C:6]=2[N:7]=1.Cl.[NH:27]1[CH2:31][CH2:30][CH2:29][CH:28]1[C:32]1[CH:37]=[CH:36][CH:35]=[CH:34][N:33]=1.CCN(C(C)C)C(C)C. The catalyst is CN1C(=O)CCC1.O. The product is [N:33]1[CH:34]=[CH:35][CH:36]=[CH:37][C:32]=1[CH:28]1[CH2:29][CH2:30][CH2:31][N:27]1[C:2]1[N:3]=[C:4]([NH:11][C:12]2[CH:16]=[C:15]([C:17]([NH:19][C:20]3[CH:25]=[CH:24][N:23]=[CH:22][CH:21]=3)=[O:18])[NH:14][N:13]=2)[C:5]2[O:10][CH:9]=[CH:8][C:6]=2[N:7]=1. The yield is 0.0800. (5) The reactants are C([N:8]1[CH2:13][CH2:12][C@@H:11]([CH3:14])[C@H:10]([NH:15][C:16](=[O:22])[O:17][C:18]([CH3:21])([CH3:20])[CH3:19])[CH2:9]1)C1C=CC=CC=1.[H][H]. The catalyst is CO.[Pd]. The product is [CH3:14][C@@H:11]1[CH2:12][CH2:13][NH:8][CH2:9][C@H:10]1[NH:15][C:16](=[O:22])[O:17][C:18]([CH3:21])([CH3:20])[CH3:19]. The yield is 0.950. (6) The reactants are [CH3:1][O:2][C:3]([N:5]1[CH2:10][CH2:9][NH:8][CH2:7][C@H:6]1[C:11]([OH:13])=[O:12])=[O:4].C([O-])([O-])=O.[K+].[K+].Cl[C:21]([O:23][CH2:24][CH:25]1[C:37]2[CH:36]=[CH:35][CH:34]=[CH:33][C:32]=2[C:31]2[C:26]1=[CH:27][CH:28]=[CH:29][CH:30]=2)=[O:22]. The catalyst is O1CCOCC1.O. The product is [CH:36]1[C:37]2[CH:25]([CH2:24][O:23][C:21]([N:8]3[CH2:9][CH2:10][N:5]([C:3]([O:2][CH3:1])=[O:4])[C@H:6]([C:11]([OH:13])=[O:12])[CH2:7]3)=[O:22])[C:26]3[C:31](=[CH:30][CH:29]=[CH:28][CH:27]=3)[C:32]=2[CH:33]=[CH:34][CH:35]=1. The yield is 0.400. (7) The reactants are [Br:1][C:2]1[CH:3]=[C:4]([NH:13][CH:14]2[CH2:19][CH2:18][O:17][CH2:16][CH2:15]2)[C:5]([CH3:12])=[C:6]([CH:11]=1)[C:7]([O:9][CH3:10])=[O:8].[CH:20](=O)[CH3:21].C(O)(=O)C.C(O[BH-](OC(=O)C)OC(=O)C)(=O)C.[Na+].C(=O)(O)[O-].[Na+]. The catalyst is ClC(Cl)C. The product is [Br:1][C:2]1[CH:3]=[C:4]([N:13]([CH2:20][CH3:21])[CH:14]2[CH2:19][CH2:18][O:17][CH2:16][CH2:15]2)[C:5]([CH3:12])=[C:6]([CH:11]=1)[C:7]([O:9][CH3:10])=[O:8]. The yield is 0.930. (8) The reactants are [CH3:1][N:2]([CH3:14])[C:3]([C:5]1[C:9]([N+:10]([O-])=O)=[CH:8][N:7]([CH3:13])[N:6]=1)=[O:4]. The catalyst is C(O)C.[Pd]. The product is [CH3:1][N:2]([CH3:14])[C:3]([C:5]1[C:9]([NH2:10])=[CH:8][N:7]([CH3:13])[N:6]=1)=[O:4]. The yield is 0.980. (9) The reactants are [C:1](OC(=O)C)(=[O:3])[CH3:2].N1C=CC=CC=1.[CH2:14]([O:16][C:17](=[O:27])/[CH:18]=[C:19](\[NH2:26])/[CH2:20][C@@H:21]([CH3:25])/[CH:22]=[CH:23]/[CH3:24])[CH3:15]. The catalyst is C1(C)C=CC=CC=1. The product is [CH2:14]([O:16][C:17](=[O:27])/[CH:18]=[C:19](\[NH:26][C:1](=[O:3])[CH3:2])/[CH2:20][C@@H:21]([CH3:25])/[CH:22]=[CH:23]/[CH3:24])[CH3:15]. The yield is 0.550.